From a dataset of NCI-60 drug combinations with 297,098 pairs across 59 cell lines. Regression. Given two drug SMILES strings and cell line genomic features, predict the synergy score measuring deviation from expected non-interaction effect. (1) Drug 2: C1=CC=C(C=C1)NC(=O)CCCCCCC(=O)NO. Drug 1: CC1=C2C(C(=O)C3(C(CC4C(C3C(C(C2(C)C)(CC1OC(=O)C(C(C5=CC=CC=C5)NC(=O)C6=CC=CC=C6)O)O)OC(=O)C7=CC=CC=C7)(CO4)OC(=O)C)O)C)OC(=O)C. Synergy scores: CSS=22.4, Synergy_ZIP=-6.43, Synergy_Bliss=-7.04, Synergy_Loewe=-4.75, Synergy_HSA=-3.57. Cell line: SF-539. (2) Drug 1: C1=CC(=CC=C1C#N)C(C2=CC=C(C=C2)C#N)N3C=NC=N3. Drug 2: C1CC(=O)NC(=O)C1N2C(=O)C3=CC=CC=C3C2=O. Cell line: NCI-H460. Synergy scores: CSS=-3.27, Synergy_ZIP=0.732, Synergy_Bliss=-2.74, Synergy_Loewe=-3.26, Synergy_HSA=-6.02.